Dataset: Buchwald-Hartwig C-N cross coupling reaction yields with 55,370 reactions. Task: Predict the reaction yield, written as a fraction of the theoretical maximum amount of product (1.0 means a 100% yield; for example, 0.34 means a 34% yield). (1) The reactants are Brc1cccnc1.Cc1ccc(N)cc1.O=S(=O)(O[Pd]1c2ccccc2-c2ccccc2N~1)C(F)(F)F.COc1ccc(OC)c(P(C(C)(C)C)C(C)(C)C)c1-c1c(C(C)C)cc(C(C)C)cc1C(C)C.CN(C)C(=NC(C)(C)C)N(C)C.Cc1ccon1. No catalyst specified. The product is Cc1ccc(Nc2cccnc2)cc1. The yield is 0.816. (2) The product is COc1ccc(Nc2ccc(C)cc2)cc1. The reactants are COc1ccc(Cl)cc1.Cc1ccc(N)cc1.O=S(=O)(O[Pd]1c2ccccc2-c2ccccc2N~1)C(F)(F)F.CC(C)c1cc(C(C)C)c(-c2ccccc2P(C(C)(C)C)C(C)(C)C)c(C(C)C)c1.CN(C)C(=NC(C)(C)C)N(C)C.CCOC(=O)c1cnoc1. The yield is 0. No catalyst specified.